This data is from Forward reaction prediction with 1.9M reactions from USPTO patents (1976-2016). The task is: Predict the product of the given reaction. Given the reactants [Cl-].[NH4+:2].C([Al](CC)CC)C.[CH2:10]([O:13][C:14]1[CH:21]=[CH:20][CH:19]=[CH:18][C:15]=1[C:16]#[N:17])[CH2:11][CH3:12].C(Cl)(Cl)[Cl:23], predict the reaction product. The product is: [ClH:23].[CH2:10]([O:13][C:14]1[CH:21]=[CH:20][CH:19]=[CH:18][C:15]=1[C:16]([NH2:2])=[NH:17])[CH2:11][CH3:12].